This data is from NCI-60 drug combinations with 297,098 pairs across 59 cell lines. The task is: Regression. Given two drug SMILES strings and cell line genomic features, predict the synergy score measuring deviation from expected non-interaction effect. (1) Drug 1: CC1OCC2C(O1)C(C(C(O2)OC3C4COC(=O)C4C(C5=CC6=C(C=C35)OCO6)C7=CC(=C(C(=C7)OC)O)OC)O)O. Drug 2: C1=CC=C(C(=C1)C(C2=CC=C(C=C2)Cl)C(Cl)Cl)Cl. Cell line: 786-0. Synergy scores: CSS=21.5, Synergy_ZIP=-4.80, Synergy_Bliss=-0.371, Synergy_Loewe=-21.0, Synergy_HSA=-0.109. (2) Drug 2: C(CN)CNCCSP(=O)(O)O. Synergy scores: CSS=11.0, Synergy_ZIP=-3.51, Synergy_Bliss=-7.79, Synergy_Loewe=-16.9, Synergy_HSA=-8.41. Drug 1: CN1C(=O)N2C=NC(=C2N=N1)C(=O)N. Cell line: K-562. (3) Drug 1: COC1=CC(=CC(=C1O)OC)C2C3C(COC3=O)C(C4=CC5=C(C=C24)OCO5)OC6C(C(C7C(O6)COC(O7)C8=CC=CS8)O)O. Drug 2: C1C(C(OC1N2C=NC3=C2NC=NCC3O)CO)O. Cell line: HOP-92. Synergy scores: CSS=44.5, Synergy_ZIP=1.27, Synergy_Bliss=1.67, Synergy_Loewe=-24.0, Synergy_HSA=3.07. (4) Drug 1: CN1CCC(CC1)COC2=C(C=C3C(=C2)N=CN=C3NC4=C(C=C(C=C4)Br)F)OC. Drug 2: CC1CCC2CC(C(=CC=CC=CC(CC(C(=O)C(C(C(=CC(C(=O)CC(OC(=O)C3CCCCN3C(=O)C(=O)C1(O2)O)C(C)CC4CCC(C(C4)OC)O)C)C)O)OC)C)C)C)OC. Cell line: UACC62. Synergy scores: CSS=23.0, Synergy_ZIP=-0.0986, Synergy_Bliss=-0.354, Synergy_Loewe=-0.969, Synergy_HSA=2.73. (5) Drug 1: C1CCC(C1)C(CC#N)N2C=C(C=N2)C3=C4C=CNC4=NC=N3. Drug 2: N.N.Cl[Pt+2]Cl. Cell line: ACHN. Synergy scores: CSS=8.84, Synergy_ZIP=-0.696, Synergy_Bliss=1.21, Synergy_Loewe=-0.00480, Synergy_HSA=0.0976. (6) Drug 1: COC1=CC(=CC(=C1O)OC)C2C3C(COC3=O)C(C4=CC5=C(C=C24)OCO5)OC6C(C(C7C(O6)COC(O7)C8=CC=CS8)O)O. Drug 2: CCC1(C2=C(COC1=O)C(=O)N3CC4=CC5=C(C=CC(=C5CN(C)C)O)N=C4C3=C2)O.Cl. Cell line: RXF 393. Synergy scores: CSS=22.2, Synergy_ZIP=-5.16, Synergy_Bliss=-1.24, Synergy_Loewe=1.37, Synergy_HSA=2.44. (7) Drug 1: CC1C(C(=O)NC(C(=O)N2CCCC2C(=O)N(CC(=O)N(C(C(=O)O1)C(C)C)C)C)C(C)C)NC(=O)C3=C4C(=C(C=C3)C)OC5=C(C(=O)C(=C(C5=N4)C(=O)NC6C(OC(=O)C(N(C(=O)CN(C(=O)C7CCCN7C(=O)C(NC6=O)C(C)C)C)C)C(C)C)C)N)C. Drug 2: C1C(C(OC1N2C=C(C(=O)NC2=O)F)CO)O. Cell line: CCRF-CEM. Synergy scores: CSS=62.0, Synergy_ZIP=6.51, Synergy_Bliss=8.95, Synergy_Loewe=-0.835, Synergy_HSA=11.2. (8) Drug 1: CC1CCC2CC(C(=CC=CC=CC(CC(C(=O)C(C(C(=CC(C(=O)CC(OC(=O)C3CCCCN3C(=O)C(=O)C1(O2)O)C(C)CC4CCC(C(C4)OC)O)C)C)O)OC)C)C)C)OC. Drug 2: CCN(CC)CCCC(C)NC1=C2C=C(C=CC2=NC3=C1C=CC(=C3)Cl)OC. Cell line: SK-MEL-5. Synergy scores: CSS=12.7, Synergy_ZIP=-6.75, Synergy_Bliss=-3.82, Synergy_Loewe=-7.60, Synergy_HSA=-3.50. (9) Drug 1: CC1CCC2CC(C(=CC=CC=CC(CC(C(=O)C(C(C(=CC(C(=O)CC(OC(=O)C3CCCCN3C(=O)C(=O)C1(O2)O)C(C)CC4CCC(C(C4)OC)O)C)C)O)OC)C)C)C)OC. Drug 2: CC(C)(C#N)C1=CC(=CC(=C1)CN2C=NC=N2)C(C)(C)C#N. Cell line: MALME-3M. Synergy scores: CSS=2.29, Synergy_ZIP=1.19, Synergy_Bliss=5.04, Synergy_Loewe=2.48, Synergy_HSA=1.98.